The task is: Predict which catalyst facilitates the given reaction.. This data is from Catalyst prediction with 721,799 reactions and 888 catalyst types from USPTO. (1) Reactant: [CH2:1]([O:17][CH2:18][C@H:19]([CH2:21][O:22][C:23]([C:36]1[CH:41]=[CH:40][CH:39]=[CH:38][CH:37]=1)([C:30]1[CH:35]=[CH:34][CH:33]=[CH:32][CH:31]=1)[C:24]1[CH:29]=[CH:28][CH:27]=[CH:26][CH:25]=1)[OH:20])[CH2:2][CH2:3][CH2:4][CH2:5][CH2:6][CH2:7][CH2:8][CH2:9][CH2:10][CH2:11][CH2:12][CH2:13][CH2:14][CH2:15][CH3:16].[OH-].[K+].O. Product: [CH2:1]([O:17][CH2:18][C@H:19]([CH2:21][O:22][C:23]([C:36]1[CH:37]=[CH:38][CH:39]=[CH:40][CH:41]=1)([C:30]1[CH:31]=[CH:32][CH:33]=[CH:34][CH:35]=1)[C:24]1[CH:29]=[CH:28][CH:27]=[CH:26][CH:25]=1)[O:20][CH2:1][CH2:2][CH:3]=[CH:4][CH2:5][CH3:6])[CH2:2][CH2:3][CH2:4][CH2:5][CH2:6][CH2:7][CH2:8][CH2:9][CH2:10][CH2:11][CH2:12][CH2:13][CH2:14][CH2:15][CH3:16]. The catalyst class is: 48. (2) Reactant: Br[C:2]1[N:22]=[C:5]2[C:6]([C:15]3[CH:20]=[CH:19][C:18]([Cl:21])=[CH:17][CH:16]=3)=[CH:7][C:8]([CH3:14])=[C:9]([C:10]([OH:13])([CH3:12])[CH3:11])[N:4]2[N:3]=1.[CH3:23][O:24][C:25]1[CH:26]=[C:27]([NH2:37])[CH:28]=[CH:29][C:30]=1[N:31]1[CH:35]=[C:34]([CH3:36])[N:33]=[CH:32]1.[O-]C1C=CC=CC=1.[Na+].C(Cl)(Cl)Cl.CC1(C)C2C(=C(P(C3C=CC=CC=3)C3C=CC=CC=3)C=CC=2)OC2C(P(C3C=CC=CC=3)C3C=CC=CC=3)=CC=CC1=2. Product: [Cl:21][C:18]1[CH:19]=[CH:20][C:15]([C:6]2[C:5]3[N:4]([N:3]=[C:2]([NH:37][C:27]4[CH:28]=[CH:29][C:30]([N:31]5[CH:35]=[C:34]([CH3:36])[N:33]=[CH:32]5)=[C:25]([O:24][CH3:23])[CH:26]=4)[N:22]=3)[C:9]([C:10]([OH:13])([CH3:12])[CH3:11])=[C:8]([CH3:14])[CH:7]=2)=[CH:16][CH:17]=1. The catalyst class is: 488.